This data is from Catalyst prediction with 721,799 reactions and 888 catalyst types from USPTO. The task is: Predict which catalyst facilitates the given reaction. (1) Reactant: [CH3:1][S:2]([CH3:5])(=[O:4])=[O:3].C([Li])CCC.CCCCCC.[CH2:17]([O:19][C:20]1[CH:21]=[C:22]([CH:25]=[CH:26][C:27]=1[O:28][CH3:29])[C:23]#[N:24])[CH3:18]. Product: [CH2:17]([O:19][C:20]1[CH:21]=[C:22]([C:23]([NH2:24])=[CH:1][S:2]([CH3:5])(=[O:4])=[O:3])[CH:25]=[CH:26][C:27]=1[O:28][CH3:29])[CH3:18]. The catalyst class is: 20. (2) Reactant: [F:1][C:2]1[CH:7]=[C:6]([NH2:8])[CH:5]=[CH:4][C:3]=1[NH:9][CH2:10][CH2:11][N:12]1[CH2:17][CH2:16][CH2:15][CH2:14][CH2:13]1.C[Al](C)C.[NH:22](/[C:26](/[CH3:32])=[CH:27]\[C:28](OC)=[O:29])[C:23]([CH3:25])=O. Product: [F:1][C:2]1[CH:7]=[C:6]([N:8]2[C:28](=[O:29])[CH:27]=[C:26]([CH3:32])[N:22]=[C:23]2[CH3:25])[CH:5]=[CH:4][C:3]=1[NH:9][CH2:10][CH2:11][N:12]1[CH2:17][CH2:16][CH2:15][CH2:14][CH2:13]1. The catalyst class is: 2. (3) Reactant: C(OC(=O)[NH:7][C:8]1[CH:13]=[CH:12][C:11]([CH2:14][N:15]2[CH2:19][C:18](=[O:20])[N:17](CC3C=CC(OC)=CC=3OC)[S:16]2(=[O:33])=[O:32])=[CH:10][CH:9]=1)(C)(C)C.[C:35]([OH:41])([C:37]([F:40])([F:39])[F:38])=[O:36]. Product: [OH:41][C:35]([C:37]([F:40])([F:39])[F:38])=[O:36].[NH2:7][C:8]1[CH:13]=[CH:12][C:11]([CH2:14][N:15]2[S:16](=[O:33])(=[O:32])[NH:17][C:18](=[O:20])[CH2:19]2)=[CH:10][CH:9]=1. The catalyst class is: 2. (4) The catalyst class is: 8. Product: [Cl:12][C:13]1[CH:14]=[CH:15][C:16]([S:19]([C:22]2[C:23]([CH2:30][CH2:31][C:32]([OH:34])=[O:33])=[C:24](/[CH:28]=[C:5]3\[C:6](=[O:11])[NH:7][C:8]4[C:4]\3=[CH:3][C:2]([Cl:1])=[CH:10][CH:9]=4)[NH:25][C:26]=2[CH3:27])(=[O:20])=[O:21])=[CH:17][CH:18]=1. Reactant: [Cl:1][C:2]1[CH:3]=[C:4]2[C:8](=[CH:9][CH:10]=1)[NH:7][C:6](=[O:11])[CH2:5]2.[Cl:12][C:13]1[CH:18]=[CH:17][C:16]([S:19]([C:22]2[C:23]([CH2:30][CH2:31][C:32]([OH:34])=[O:33])=[C:24]([CH:28]=O)[NH:25][C:26]=2[CH3:27])(=[O:21])=[O:20])=[CH:15][CH:14]=1.N1CCCCC1. (5) Reactant: [Br:1][C:2]1[CH:7]=[CH:6][C:5]([C:8]2[CH:9]=[N:10][NH:11][CH:12]=2)=[CH:4][CH:3]=1.C(=O)([O-])[O-].[K+].[K+].[CH3:19][C:20]1([CH3:23])[CH2:22][O:21]1. Product: [Br:1][C:2]1[CH:3]=[CH:4][C:5]([C:8]2[CH:12]=[N:11][N:10]([CH2:19][C:20]([CH3:23])([OH:21])[CH3:22])[CH:9]=2)=[CH:6][CH:7]=1. The catalyst class is: 18.